From a dataset of Forward reaction prediction with 1.9M reactions from USPTO patents (1976-2016). Predict the product of the given reaction. (1) Given the reactants [Br:1][C:2]1[CH:3]=[CH:4][C:5]([NH2:9])=[N:6][C:7]=1[CH3:8].C(N(C(C)C)C(C)C)C.[CH3:19][S:20](Cl)(=[O:22])=[O:21], predict the reaction product. The product is: [Br:1][C:2]1[CH:3]=[CH:4][C:5]([NH:9][S:20]([CH3:19])(=[O:22])=[O:21])=[N:6][C:7]=1[CH3:8]. (2) Given the reactants [C:1]([C:5]1[C:6]([NH2:14])=[N:7][N:8]2[CH:13]=[CH:12][CH:11]=[N:10][C:9]=12)([CH3:4])([CH3:3])[CH3:2].[F:15][C:16]([F:29])([F:28])[C:17]1[CH:27]=[CH:26][C:20]([CH2:21][CH2:22][C:23](O)=[O:24])=[CH:19][CH:18]=1, predict the reaction product. The product is: [C:1]([C:5]1[C:6]([NH:14][C:23](=[O:24])[CH2:22][CH2:21][C:20]2[CH:19]=[CH:18][C:17]([C:16]([F:28])([F:29])[F:15])=[CH:27][CH:26]=2)=[N:7][N:8]2[CH:13]=[CH:12][CH:11]=[N:10][C:9]=12)([CH3:4])([CH3:2])[CH3:3]. (3) The product is: [C:5]1(=[O:11])[NH:12][C:8](=[O:9])[CH:7]=[CH:6]1.[C:8]1(=[O:9])[O:10][C:5](=[O:11])[CH:6]=[CH:7]1. Given the reactants CC(=C)C.[C:5]1(=[O:11])[O:10][C:8](=[O:9])[CH:7]=[CH:6]1.[NH3:12], predict the reaction product. (4) Given the reactants [C:1]1([C:7]2[CH:12]=[CH:11][C:10]([OH:13])=[CH:9][CH:8]=2)[CH:6]=[CH:5][CH:4]=[CH:3][CH:2]=1.C([O-])([O-])=O.[K+].[K+].[CH3:20][C:21]([CH3:23])=O, predict the reaction product. The product is: [CH2:23]([O:13][C:10]1[CH:9]=[CH:8][C:7]([C:1]2[CH:2]=[CH:3][CH:4]=[CH:5][CH:6]=2)=[CH:12][CH:11]=1)[CH:21]=[CH2:20]. (5) Given the reactants [C:1]([C:5]1[CH:6]=[C:7]([N:12]2[C:16]([CH2:17][CH:18]3[CH2:23][CH2:22][CH2:21][CH2:20][CH2:19]3)=[C:15]([Cl:24])[C:14]([C:25](Cl)=[O:26])=[N:13]2)[CH:8]=[C:9]([CH3:11])[CH:10]=1)([CH3:4])([CH3:3])[CH3:2].[NH3:28], predict the reaction product. The product is: [C:1]([C:5]1[CH:6]=[C:7]([N:12]2[C:16]([CH2:17][CH:18]3[CH2:23][CH2:22][CH2:21][CH2:20][CH2:19]3)=[C:15]([Cl:24])[C:14]([C:25]([NH2:28])=[O:26])=[N:13]2)[CH:8]=[C:9]([CH3:11])[CH:10]=1)([CH3:4])([CH3:3])[CH3:2]. (6) Given the reactants [Br:1][C:2]1[CH:3]=[C:4]([CH:17]=[CH:18][C:19]=1[CH3:20])[C:5]([NH:7][CH:8]([C:14](=[O:16])[CH3:15])[CH2:9][C:10]([O:12][CH3:13])=[O:11])=O.OS(O)(=O)=O, predict the reaction product. The product is: [Br:1][C:2]1[CH:3]=[C:4]([C:5]2[O:16][C:14]([CH3:15])=[C:8]([CH2:9][C:10]([O:12][CH3:13])=[O:11])[N:7]=2)[CH:17]=[CH:18][C:19]=1[CH3:20].